This data is from Full USPTO retrosynthesis dataset with 1.9M reactions from patents (1976-2016). The task is: Predict the reactants needed to synthesize the given product. (1) Given the product [CH2:15]([O:22][C:23]1[CH:50]=[CH:49][C:48]([CH2:51][CH2:52][N:6]2[CH2:7][CH2:8][N:3]([CH2:1][CH3:2])[CH2:4][CH2:5]2)=[CH:47][C:24]=1[C:25]([NH:27][C:28]1[CH:40]=[C:39]([C:41]2[CH:46]=[CH:45][CH:44]=[CH:43][CH:42]=2)[CH:38]=[CH:37][C:29]=1[C:30]([O:32][C:33]([CH3:36])([CH3:35])[CH3:34])=[O:31])=[O:26])[C:16]1[CH:21]=[CH:20][CH:19]=[CH:18][CH:17]=1, predict the reactants needed to synthesize it. The reactants are: [CH2:1]([N:3]1[CH2:8][CH2:7][NH:6][CH2:5][CH2:4]1)[CH3:2].C(=O)([O-])[O-].[K+].[K+].[CH2:15]([O:22][C:23]1[CH:50]=[CH:49][C:48]([CH2:51][CH2:52]Br)=[CH:47][C:24]=1[C:25]([NH:27][C:28]1[CH:40]=[C:39]([C:41]2[CH:46]=[CH:45][CH:44]=[CH:43][CH:42]=2)[CH:38]=[CH:37][C:29]=1[C:30]([O:32][C:33]([CH3:36])([CH3:35])[CH3:34])=[O:31])=[O:26])[C:16]1[CH:21]=[CH:20][CH:19]=[CH:18][CH:17]=1. (2) Given the product [Cl:3][C:4]1[N:9]2[CH:10]=[C:11]([CH2:13][O:14][C:15]3[CH:16]=[CH:17][C:18]([CH2:19][O:20]/[N:21]=[C:22](/[C:29]4[CH:34]=[CH:33][CH:32]=[CH:31][CH:30]=4)\[CH2:23][CH2:24][C:25]([OH:27])=[O:26])=[CH:35][CH:36]=3)[N:12]=[C:8]2[CH:7]=[CH:6][CH:5]=1, predict the reactants needed to synthesize it. The reactants are: [OH-].[Na+].[Cl:3][C:4]1[N:9]2[CH:10]=[C:11]([CH2:13][O:14][C:15]3[CH:36]=[CH:35][C:18]([CH2:19][O:20]/[N:21]=[C:22](/[C:29]4[CH:34]=[CH:33][CH:32]=[CH:31][CH:30]=4)\[CH2:23][CH2:24][C:25]([O:27]C)=[O:26])=[CH:17][CH:16]=3)[N:12]=[C:8]2[CH:7]=[CH:6][CH:5]=1.CO.Cl. (3) Given the product [Br:3][C:4]1[N:5]=[C:6]([C:13]([C:15]2[CH:24]=[C:19]3[C:18](=[CH:17][CH:16]=2)[NH:25][C:26](=[O:38])[N:27]([CH2:28][CH2:29][O:30][C:31]2[CH:36]=[CH:35][C:34]([F:37])=[CH:33][CH:32]=2)[C:20]3=[O:22])=[O:14])[N:7]2[CH:12]=[CH:11][CH:10]=[CH:9][C:8]=12, predict the reactants needed to synthesize it. The reactants are: [OH-].[Na+].[Br:3][C:4]1[N:5]=[C:6]([C:13]([C:15]2[CH:16]=[CH:17][C:18]([NH:25][C:26](=[O:38])[NH:27][CH2:28][CH2:29][O:30][C:31]3[CH:36]=[CH:35][C:34]([F:37])=[CH:33][CH:32]=3)=[C:19]([CH:24]=2)[C:20]([O:22]C)=O)=[O:14])[N:7]2[CH:12]=[CH:11][CH:10]=[CH:9][C:8]=12.Cl.